From a dataset of Catalyst prediction with 721,799 reactions and 888 catalyst types from USPTO. Predict which catalyst facilitates the given reaction. (1) Reactant: C[O:2][C:3]([C@@H:5]1[CH2:9][C@@H:8]([O:10][C:11]([N:13]2[CH2:21][C:20]3[C:15](=[CH:16][CH:17]=[CH:18][C:19]=3[F:22])[CH2:14]2)=[O:12])[CH2:7][N:6]1[C:23]([O:25][C:26]([CH3:29])([CH3:28])[CH3:27])=[O:24])=[O:4].O.[OH-].[Li+]. Product: [C:26]([O:25][C:23]([N:6]1[CH2:7][C@H:8]([O:10][C:11]([N:13]2[CH2:21][C:20]3[C:15](=[CH:16][CH:17]=[CH:18][C:19]=3[F:22])[CH2:14]2)=[O:12])[CH2:9][C@H:5]1[C:3]([OH:4])=[O:2])=[O:24])([CH3:29])([CH3:27])[CH3:28]. The catalyst class is: 87. (2) Reactant: [CH3:1][O:2][C:3]1[CH:4]=[C:5]([NH2:9])[CH:6]=[CH:7][CH:8]=1.C(N(CC)CC)C.[C:17](Cl)(=[O:22])[C:18]([CH3:21])([CH3:20])[CH3:19]. Product: [CH3:1][O:2][C:3]1[CH:4]=[C:5]([NH:9][C:17](=[O:22])[C:18]([CH3:21])([CH3:20])[CH3:19])[CH:6]=[CH:7][CH:8]=1. The catalyst class is: 27. (3) Reactant: Cl.[CH3:2][C:3]1([C:9]([NH:11][C:12]2[CH:17]=[CH:16][CH:15]=[C:14]([C:18]3[O:22][CH:21]=[N:20][CH:19]=3)[CH:13]=2)=[O:10])[CH2:8][CH2:7][NH:6][CH2:5][CH2:4]1.Cl[C:24]1[C:25]2[C:32]([CH3:33])=[CH:31][NH:30][C:26]=2[N:27]=[CH:28][N:29]=1.C(N(CC)C(C)C)(C)C. Product: [CH3:2][C:3]1([C:9]([NH:11][C:12]2[CH:17]=[CH:16][CH:15]=[C:14]([C:18]3[O:22][CH:21]=[N:20][CH:19]=3)[CH:13]=2)=[O:10])[CH2:4][CH2:5][N:6]([C:24]2[C:25]3[C:32]([CH3:33])=[CH:31][NH:30][C:26]=3[N:27]=[CH:28][N:29]=2)[CH2:7][CH2:8]1. The catalyst class is: 32.